Dataset: Forward reaction prediction with 1.9M reactions from USPTO patents (1976-2016). Task: Predict the product of the given reaction. (1) Given the reactants [C:1]([O:5][C:6]([NH:8][CH2:9][C@H:10]1[CH2:15][CH2:14][C@H:13]([C:16]([NH:18][C@H:19]([C:38](=[O:51])[NH:39][C:40]2[CH:45]=[CH:44][C:43]([C:46]3[N:47]=[N:48][NH:49][N:50]=3)=[CH:42][CH:41]=2)[CH2:20][C:21]2[CH:26]=[CH:25][C:24]([C:27]3[C:32]([CH3:33])=[CH:31][CH:30]=[C:29]([C:34]([O:36]C)=[O:35])[CH:28]=3)=[CH:23][CH:22]=2)=[O:17])[CH2:12][CH2:11]1)=[O:7])([CH3:4])([CH3:3])[CH3:2].O.[OH-].[Li+], predict the reaction product. The product is: [C:1]([O:5][C:6]([NH:8][CH2:9][C@H:10]1[CH2:15][CH2:14][C@H:13]([C:16]([NH:18][C@H:19]([C:38](=[O:51])[NH:39][C:40]2[CH:45]=[CH:44][C:43]([C:46]3[N:47]=[N:48][NH:49][N:50]=3)=[CH:42][CH:41]=2)[CH2:20][C:21]2[CH:26]=[CH:25][C:24]([C:27]3[C:32]([CH3:33])=[CH:31][CH:30]=[C:29]([C:34]([OH:36])=[O:35])[CH:28]=3)=[CH:23][CH:22]=2)=[O:17])[CH2:12][CH2:11]1)=[O:7])([CH3:4])([CH3:2])[CH3:3]. (2) Given the reactants [C:1]([NH:5][S:6]([C:9]1[CH:14]=[CH:13][CH:12]=[CH:11][C:10]=1B(O)O)(=[O:8])=[O:7])([CH3:4])([CH3:3])[CH3:2].C([O-])([O-])=O.[K+].[K+].[CH3:24][O:25][C:26](=[O:47])[C@H:27]([CH2:39][C:40]1[CH:45]=[CH:44][C:43](Br)=[CH:42][CH:41]=1)[NH:28][C:29](=[O:38])[C:30]1[C:35]([Cl:36])=[CH:34][CH:33]=[CH:32][C:31]=1[Cl:37], predict the reaction product. The product is: [CH3:24][O:25][C:26](=[O:47])[C@H:27]([CH2:39][C:40]1[CH:41]=[CH:42][C:43]([C:10]2[CH:11]=[CH:12][CH:13]=[CH:14][C:9]=2[S:6](=[O:8])(=[O:7])[NH:5][C:1]([CH3:4])([CH3:3])[CH3:2])=[CH:44][CH:45]=1)[NH:28][C:29](=[O:38])[C:30]1[C:31]([Cl:37])=[CH:32][CH:33]=[CH:34][C:35]=1[Cl:36].